Predict the product of the given reaction. From a dataset of Forward reaction prediction with 1.9M reactions from USPTO patents (1976-2016). (1) Given the reactants C(OC(=O)[N:10]([CH2:15][CH:16]([OH:37])[CH:17]([NH:25][C:26]([O:28][CH:29]1[CH:36]2[CH:32]([O:33][CH2:34][CH2:35]2)[O:31][CH2:30]1)=[O:27])[CH2:18][C:19]1[CH:24]=[CH:23][CH:22]=[CH:21][CH:20]=1)[CH2:11][CH:12]([CH3:14])[CH3:13])C1C=CC=CC=1, predict the reaction product. The product is: [O:31]1[CH:32]2[O:33][CH2:34][CH2:35][CH:36]2[CH:29]([O:28][C:26](=[O:27])[NH:25][CH:17]([CH2:18][C:19]2[CH:20]=[CH:21][CH:22]=[CH:23][CH:24]=2)[CH:16]([OH:37])[CH2:15][NH:10][CH2:11][CH:12]([CH3:14])[CH3:13])[CH2:30]1. (2) Given the reactants [Cl:1][C:2]1[CH:7]=[C:6]([C:8]([O:10]C)=[O:9])[CH:5]=[C:4]([N:12]=[C:13]=[S:14])[C:3]=1[C:15]([O:17]C)=O.CO[C:21]1[C:26]([O:27][CH3:28])=[CH:25][N:24]=[C:23]([NH2:29])[CH:22]=1.[OH-].[Na+].Cl.CN([CH:36]=[O:37])C, predict the reaction product. The product is: [Cl:1][C:2]1[CH:7]=[C:6]([C:8]([OH:10])=[O:9])[CH:5]=[C:4]2[C:3]=1[C:15](=[O:17])[N:29]([C:23]1[CH:22]=[CH:21][C:26]([O:27][CH3:28])=[C:25]([O:37][CH3:36])[N:24]=1)[C:13](=[S:14])[NH:12]2. (3) Given the reactants [Cl:1][C:2]1[CH:7]=[C:6](Cl)[N:5]2[N:9]=[C:10]([C:12]3[CH:17]=[CH:16][C:15]([CH3:18])=[CH:14][CH:13]=3)[CH:11]=[C:4]2[N:3]=1.[NH:19]1[CH2:24][CH2:23][O:22][CH2:21][CH2:20]1, predict the reaction product. The product is: [Cl:1][C:2]1[CH:7]=[C:6]([N:19]2[CH2:24][CH2:23][O:22][CH2:21][CH2:20]2)[N:5]2[N:9]=[C:10]([C:12]3[CH:17]=[CH:16][C:15]([CH3:18])=[CH:14][CH:13]=3)[CH:11]=[C:4]2[N:3]=1. (4) Given the reactants [CH3:1][O:2][C:3]1[CH:8]=[CH:7][C:6](Br)=[CH:5][N:4]=1.C([Li])CCC.[CH3:15][O:16][C:17](=[O:33])[C:18]1[CH:23]=[CH:22][C:21](OS(C(F)(F)F)(=O)=O)=[C:20]([Cl:32])[CH:19]=1, predict the reaction product. The product is: [CH3:15][O:16][C:17](=[O:33])[C:18]1[CH:23]=[CH:22][C:21]([C:6]2[CH:5]=[N:4][C:3]([O:2][CH3:1])=[CH:8][CH:7]=2)=[C:20]([Cl:32])[CH:19]=1. (5) The product is: [Cl:1][C:2]1[CH:7]=[C:6]([CH3:8])[CH:5]=[CH:4][C:3]=1[NH:9][C:10]([C@H:12]([CH2:20][C:21]1[C:25]([CH:26]2[CH2:28][CH2:27]2)=[C:24]([CH:29]2[CH2:32][CH:31]([CH2:33][C:34]([CH3:37])([CH3:36])[CH3:35])[CH2:30]2)[O:23][N:22]=1)[CH2:13][CH2:14][C:15]([OH:17])=[O:16])=[O:11]. Given the reactants [Cl:1][C:2]1[CH:7]=[C:6]([CH3:8])[CH:5]=[CH:4][C:3]=1[NH:9][C:10]([C@H:12]([CH2:20][C:21]1[C:25]([CH:26]2[CH2:28][CH2:27]2)=[C:24]([CH:29]2[CH2:32][CH:31]([CH2:33][C:34]([CH3:37])([CH3:36])[CH3:35])[CH2:30]2)[O:23][N:22]=1)[CH2:13][CH2:14][C:15]([O:17]CC)=[O:16])=[O:11].CO.[OH-].[Na+].Cl, predict the reaction product. (6) Given the reactants BrC1C=CC(S(Cl)(=O)=O)=C(F)C=1C(F)F.[Br:16][C:17]1[CH:22]=[CH:21][C:20]([S:23](Cl)(=[O:25])=[O:24])=[CH:19][C:18]=1[C:27]([F:30])([F:29])[F:28].[F:31][C:32]([F:37])([F:36])[C@@H:33]([NH2:35])[CH3:34], predict the reaction product. The product is: [Br:16][C:17]1[CH:22]=[CH:21][C:20]([S:23]([NH:35][C@@H:33]([CH3:34])[C:32]([F:37])([F:36])[F:31])(=[O:25])=[O:24])=[CH:19][C:18]=1[C:27]([F:30])([F:29])[F:28].